From a dataset of Catalyst prediction with 721,799 reactions and 888 catalyst types from USPTO. Predict which catalyst facilitates the given reaction. (1) Reactant: [Cl:1][C:2]1[CH:9]=[CH:8][C:5]([C:6]#[N:7])=[C:4](F)[CH:3]=1.Br.[CH3:12][N:13]([CH2:15][C:16]1[C:17]([S:23][CH3:24])=[C:18]([OH:22])[CH:19]=[CH:20][CH:21]=1)[CH3:14].C(=O)([O-])[O-].[Cs+].[Cs+].O. Product: [Cl:1][C:2]1[CH:9]=[CH:8][C:5]([C:6]#[N:7])=[C:4]([O:22][C:18]2[CH:19]=[CH:20][CH:21]=[C:16]([CH2:15][N:13]([CH3:12])[CH3:14])[C:17]=2[S:23][CH3:24])[CH:3]=1. The catalyst class is: 3. (2) Reactant: [CH3:1][O:2][C:3]1[N:8]=[C:7]([CH2:9][P:10](=[O:17])([O:14][CH2:15][CH3:16])[O:11][CH2:12][CH3:13])[CH:6]=[CH:5][C:4]=1[N+:18]([O-])=O.[H][H]. Product: [NH2:18][C:4]1[CH:5]=[CH:6][C:7]([CH2:9][P:10](=[O:17])([O:14][CH2:15][CH3:16])[O:11][CH2:12][CH3:13])=[N:8][C:3]=1[O:2][CH3:1]. The catalyst class is: 19.